Predict the product of the given reaction. From a dataset of Forward reaction prediction with 1.9M reactions from USPTO patents (1976-2016). (1) Given the reactants Br[CH2:2][C:3]1[CH:12]=[C:11]2[C:6]([C:7](Cl)=[CH:8][C:9]([C:13]#[N:14])=[N:10]2)=[CH:5][CH:4]=1.[CH:16]1([C:19]2[N:24]=[CH:23][C:22](B3OC(C)(C)C(C)(C)O3)=[CH:21][N:20]=2)[CH2:18][CH2:17]1.[O-]P([O-])([O-])=O.[K+].[K+].[K+].[CH3:42][N:43]1[CH:47]=[C:46](B2OC(C)(C)C(C)(C)O2)[CH:45]=[N:44]1, predict the reaction product. The product is: [CH:16]1([C:19]2[N:20]=[CH:21][C:22]([CH2:2][C:3]3[CH:12]=[C:11]4[C:6]([C:7]([C:46]5[CH:45]=[N:44][N:43]([CH3:42])[CH:47]=5)=[CH:8][C:9]([C:13]#[N:14])=[N:10]4)=[CH:5][CH:4]=3)=[CH:23][N:24]=2)[CH2:17][CH2:18]1. (2) The product is: [C:17]1([CH2:16][N:4]2[CH:5]=[CH:6][CH:7]=[C:8]([C:9]([O:11][CH3:12])=[O:10])[C:3]2=[O:2])[C:26]2[C:21](=[CH:22][CH:23]=[CH:24][CH:25]=2)[CH:20]=[CH:19][CH:18]=1. Given the reactants Cl.[O:2]=[C:3]1[C:8]([C:9]([O:11][CH3:12])=[O:10])=[CH:7][CH:6]=[CH:5][NH:4]1.[H-].[Na+].Cl[CH2:16][C:17]1[C:26]2[C:21](=[CH:22][CH:23]=[CH:24][CH:25]=2)[CH:20]=[CH:19][CH:18]=1, predict the reaction product. (3) Given the reactants [F:1][C:2]1[CH:3]=[C:4]([C:10](=[O:16])[C:11]([O:13]CC)=[O:12])[CH:5]=[CH:6][C:7]=1[S:8][CH3:9].C(OCC)(=O)C.CCCCCC.Cl, predict the reaction product. The product is: [F:1][C:2]1[CH:3]=[C:4]([C:10](=[O:16])[C:11]([OH:13])=[O:12])[CH:5]=[CH:6][C:7]=1[S:8][CH3:9]. (4) Given the reactants [NH2:1][C:2](=[O:29])[C@@H:3]([NH:12][C:13]([C:15]1([NH:21][C:22](=[O:28])[O:23][C:24]([CH3:27])([CH3:26])[CH3:25])[CH2:20][CH2:19][O:18][CH2:17][CH2:16]1)=[O:14])[CH2:4][C:5]1[CH:10]=[CH:9][C:8](I)=[CH:7][CH:6]=1.[CH3:30][O:31][CH2:32][CH2:33][CH2:34][N:35]1[C:39]2[CH:40]=[C:41](B3OC(C)(C)C(C)(C)O3)[CH:42]=[CH:43][C:38]=2[O:37][C:36]1=[O:53].C(=O)([O-])[O-].[Na+].[Na+], predict the reaction product. The product is: [NH2:1][C:2](=[O:29])[C@@H:3]([NH:12][C:13]([C:15]1([NH:21][C:22](=[O:28])[O:23][C:24]([CH3:27])([CH3:26])[CH3:25])[CH2:20][CH2:19][O:18][CH2:17][CH2:16]1)=[O:14])[CH2:4][C:5]1[CH:10]=[CH:9][C:8]([C:41]2[CH:42]=[CH:43][C:38]3[O:37][C:36](=[O:53])[N:35]([CH2:34][CH2:33][CH2:32][O:31][CH3:30])[C:39]=3[CH:40]=2)=[CH:7][CH:6]=1. (5) Given the reactants [NH2:1][C:2]1[CH:7]=[CH:6][CH:5]=[CH:4][C:3]=1/[C:8](=[N:10]/[OH:11])/[CH3:9].Cl[CH2:13][CH2:14][CH2:15][OH:16], predict the reaction product. The product is: [OH:16][CH2:15][CH2:14][CH2:13][O:11]/[N:10]=[C:8](/[C:3]1[CH:4]=[CH:5][CH:6]=[CH:7][C:2]=1[NH2:1])\[CH3:9]. (6) Given the reactants [H-].[Na+].[O:3]=[C:4]1[CH:9]=[C:8]([O:10][CH:11]2[CH2:16][CH2:15][N:14]([C:17]3[N:22]=[CH:21][C:20]([CH2:23][CH2:24][CH3:25])=[CH:19][N:18]=3)[CH2:13][CH2:12]2)[CH:7]=[CH:6][N:5]1[C:26]1[CH:31]=[CH:30][C:29]([NH:32][C:33](=[O:38])[C:34]([CH3:37])([CH3:36])[CH3:35])=[CH:28][CH:27]=1.[CH3:39]I, predict the reaction product. The product is: [CH3:39][N:32]([C:29]1[CH:28]=[CH:27][C:26]([N:5]2[CH:6]=[CH:7][C:8]([O:10][CH:11]3[CH2:16][CH2:15][N:14]([C:17]4[N:22]=[CH:21][C:20]([CH2:23][CH2:24][CH3:25])=[CH:19][N:18]=4)[CH2:13][CH2:12]3)=[CH:9][C:4]2=[O:3])=[CH:31][CH:30]=1)[C:33](=[O:38])[C:34]([CH3:37])([CH3:36])[CH3:35]. (7) The product is: [CH3:1][CH:2]([CH3:15])[CH2:3][C:4]([C:6]1[CH:14]=[CH:13][C:9]([C:10]([O:12][C:2]([CH3:15])([CH3:3])[CH3:1])=[O:11])=[CH:8][CH:7]=1)=[O:5]. Given the reactants [CH3:1][CH:2]([CH3:15])[CH2:3][C:4]([C:6]1[CH:14]=[CH:13][C:9]([C:10]([OH:12])=[O:11])=[CH:8][CH:7]=1)=[O:5], predict the reaction product. (8) Given the reactants [O:1]1[CH2:6][CH2:5][N:4]([C:7]2[CH:8]=[C:9]([OH:17])[C:10]3[N:11]=[CH:12][CH:13]=[N:14][C:15]=3[CH:16]=2)[CH2:3][CH2:2]1.CS(O[C@H:23]1[CH2:28][CH2:27][C@H:26]([NH:29][C:30]2[N:35]=[CH:34][C:33]([Br:36])=[CH:32][N:31]=2)[CH2:25][CH2:24]1)(=O)=O, predict the reaction product. The product is: [Br:36][C:33]1[CH:34]=[N:35][C:30]([NH:29][C@H:26]2[CH2:27][CH2:28][C@@H:23]([O:17][C:9]3[CH:8]=[C:7]([N:4]4[CH2:5][CH2:6][O:1][CH2:2][CH2:3]4)[CH:16]=[C:15]4[C:10]=3[N:11]=[CH:12][CH:13]=[N:14]4)[CH2:24][CH2:25]2)=[N:31][CH:32]=1. (9) Given the reactants C([Si](C)(C)[O:6][CH2:7][CH2:8][CH2:9][CH2:10][C:11]#[C:12][CH2:13][O:14][C:15](=[O:17])[CH3:16])(C)(C)C.CC(C)=[O:22].OS(O)(=O)=O.O=[Cr](=O)=O.C(O)(C)C, predict the reaction product. The product is: [C:15]([O:14][CH2:13][C:12]#[C:11][CH2:10][CH2:9][CH2:8][C:7]([OH:6])=[O:22])(=[O:17])[CH3:16].